This data is from Reaction yield outcomes from USPTO patents with 853,638 reactions. The task is: Predict the reaction yield, written as a fraction of the theoretical maximum amount of product (1.0 means a 100% yield; for example, 0.34 means a 34% yield). (1) The reactants are Cl[S:2]([C:5]1[CH:6]=[C:7]([CH:11]=[CH:12][CH:13]=1)[C:8]([OH:10])=[O:9])(=[O:4])=[O:3].[CH3:14][NH:15][CH3:16].C1COCC1. The catalyst is C(Cl)Cl. The product is [CH3:14][N:15]([CH3:16])[S:2]([C:5]1[CH:6]=[C:7]([CH:11]=[CH:12][CH:13]=1)[C:8]([OH:10])=[O:9])(=[O:4])=[O:3]. The yield is 0.870. (2) The reactants are [Br:1][C:2]1[CH:3]=[C:4]([OH:13])[CH:5]=[CH:6][C:7]=1[O:8][C:9]([F:12])([F:11])[F:10].[C:14](=O)([O-])[O-].[K+].[K+].IC. The catalyst is CC(C)=O. The product is [Br:1][C:2]1[CH:3]=[C:4]([O:13][CH3:14])[CH:5]=[CH:6][C:7]=1[O:8][C:9]([F:11])([F:12])[F:10]. The yield is 0.930. (3) The reactants are [N+:1]([C:4]1[CH:5]=[C:6]([NH:10][CH2:11][C:12]2[CH:17]=[CH:16][CH:15]=[C:14]([O:18][C:19]([F:24])([F:23])[CH:20]([F:22])[F:21])[CH:13]=2)[CH:7]=[CH:8][CH:9]=1)([O-:3])=[O:2].[F:25][C:26]([F:31])([F:30])[CH:27]1[O:29][CH2:28]1.FC(F)(F)S([O-])(=O)=O.[Yb+3].FC(F)(F)S([O-])(=O)=O.FC(F)(F)S([O-])(=O)=O. The catalyst is C(#N)C. The product is [N+:1]([C:4]1[CH:5]=[C:6]([N:10]([CH2:11][C:12]2[CH:17]=[CH:16][CH:15]=[C:14]([O:18][C:19]([F:23])([F:24])[CH:20]([F:21])[F:22])[CH:13]=2)[CH2:28][CH:27]([OH:29])[C:26]([F:31])([F:30])[F:25])[CH:7]=[CH:8][CH:9]=1)([O-:3])=[O:2]. The yield is 0.450. (4) The reactants are [OH-].[K+].[CH3:3][O:4][C:5]1[CH:10]=[C:9]([O:11][CH3:12])[CH:8]=[CH:7][N:6]=1.[Br:13]Br. The catalyst is O.[K+].[Br-]. The product is [Br:13][C:8]1[C:9]([O:11][CH3:12])=[CH:10][C:5]([O:4][CH3:3])=[N:6][CH:7]=1. The yield is 0.700. (5) The reactants are Cl[C:2]1[C:11]([C:12]([O:14][CH2:15][CH3:16])=[O:13])=[CH:10][C:9]2[C:4](=[N:5][CH:6]=[CH:7][CH:8]=2)[N:3]=1.[CH3:17][NH2:18]. The catalyst is CCO. The product is [CH3:17][NH:18][C:2]1[C:11]([C:12]([O:14][CH2:15][CH3:16])=[O:13])=[CH:10][C:9]2[C:4](=[N:5][CH:6]=[CH:7][CH:8]=2)[N:3]=1. The yield is 0.620.